Dataset: Peptide-MHC class II binding affinity with 134,281 pairs from IEDB. Task: Regression. Given a peptide amino acid sequence and an MHC pseudo amino acid sequence, predict their binding affinity value. This is MHC class II binding data. (1) The peptide sequence is FHVRGARRSGDVLWD. The MHC is HLA-DQA10201-DQB10301 with pseudo-sequence HLA-DQA10201-DQB10301. The binding affinity (normalized) is 0.408. (2) The peptide sequence is QKILIKIPVTKNIIT. The MHC is DRB5_0101 with pseudo-sequence DRB5_0101. The binding affinity (normalized) is 0.474. (3) The peptide sequence is NISGYNYSLSAAVKA. The binding affinity (normalized) is 0.955. The MHC is DRB1_0701 with pseudo-sequence DRB1_0701.